Dataset: Reaction yield outcomes from USPTO patents with 853,638 reactions. Task: Predict the reaction yield, written as a fraction of the theoretical maximum amount of product (1.0 means a 100% yield; for example, 0.34 means a 34% yield). (1) The reactants are [N:1]12[CH2:8][CH2:7][C:4]([C:9]([C:17]3[CH:22]=[CH:21][CH:20]=[CH:19][CH:18]=3)([C:11]3[CH:16]=[CH:15][CH:14]=[CH:13][CH:12]=3)[OH:10])([CH2:5][CH2:6]1)[CH2:3][CH2:2]2.[Br:23][CH2:24][CH2:25][CH2:26][O:27][C:28]1[CH:29]=[C:30]([C:34]2[CH:39]=[CH:38][CH:37]=[CH:36][CH:35]=2)[CH:31]=[CH:32][CH:33]=1. The catalyst is CC#N. The product is [Br-:23].[C:30]1([C:34]2[CH:39]=[CH:38][CH:37]=[CH:36][CH:35]=2)[CH:31]=[CH:32][CH:33]=[C:28]([O:27][CH2:26][CH2:25][CH2:24][N+:1]23[CH2:6][CH2:5][C:4]([C:9]([OH:10])([C:17]4[CH:22]=[CH:21][CH:20]=[CH:19][CH:18]=4)[C:11]4[CH:12]=[CH:13][CH:14]=[CH:15][CH:16]=4)([CH2:3][CH2:2]2)[CH2:7][CH2:8]3)[CH:29]=1. The yield is 0.706. (2) The catalyst is O.CS(C)=O. The yield is 0.780. The product is [Br:3][C:4]1[CH:16]=[CH:15][C:14]2[C:13]3[C:8](=[CH:9][C:10]([I:17])=[CH:11][CH:12]=3)[C:7]([CH2:15][CH2:16][CH2:4][CH2:5][CH2:6][CH3:14])([CH2:19][CH2:20][CH2:21][CH2:22][CH2:23][CH3:24])[C:6]=2[CH:5]=1. The reactants are [OH-].[K+].[Br:3][C:4]1[CH:16]=[CH:15][C:14]2[C:13]3[C:8](=[CH:9][C:10]([I:17])=[CH:11][CH:12]=3)[CH2:7][C:6]=2[CH:5]=1.Br[CH2:19][CH2:20][CH2:21][CH2:22][CH2:23][CH3:24].[I-].[K+]. (3) The reactants are [N:1]([CH:4]1[CH2:10][CH2:9][N:8]([C:11]2[N:15]([CH3:16])[N:14]=[CH:13][C:12]=2[N+:17]([O-:19])=[O:18])[CH2:7][CH2:6][CH:5]1[OH:20])=[N+]=[N-].C1(P(C2C=CC=CC=2)C2C=CC=CC=2)C=CC=CC=1.CCN(C(C)C)C(C)C.[F:49][C:50]([F:61])([F:60])[C:51](O[C:51](=[O:52])[C:50]([F:61])([F:60])[F:49])=[O:52]. The catalyst is C1COCC1.O.C(Cl)Cl.O.CCOC(C)=O. The product is [F:49][C:50]([F:61])([F:60])[C:51]([NH:1][CH:4]1[CH:5]([OH:20])[CH2:6][CH2:7][N:8]([C:11]2[N:15]([CH3:16])[N:14]=[CH:13][C:12]=2[N+:17]([O-:19])=[O:18])[CH2:9][CH2:10]1)=[O:52]. The yield is 0.880. (4) The yield is 0.650. The product is [F:1][C:2]1[CH:3]=[C:4]([NH:10][C:11](=[O:13])[CH3:12])[CH:5]=[CH:6][C:7]=1[S:8][C:9]1[CH:20]=[CH:19][C:18]([CH3:21])=[CH:17][C:16]=1[N+:22]([O-:24])=[O:23]. The catalyst is CN(C=O)C.O. The reactants are [F:1][C:2]1[CH:3]=[C:4]([NH:10][C:11](=[O:13])[CH3:12])[CH:5]=[CH:6][C:7]=1[S:8][CH3:9].ClC1[CH:20]=[CH:19][C:18]([CH3:21])=[CH:17][C:16]=1[N+:22]([O-:24])=[O:23]. (5) The reactants are [CH3:1][NH:2][CH2:3][CH2:4][CH2:5][CH:6]=[CH2:7].[CH3:8][C:9]([CH3:19])([CH3:18])[C@@H:10]([C:14]([O:16][CH3:17])=[O:15])[N:11]=[C:12]=[O:13]. The catalyst is O1CCCC1. The product is [CH3:8][C:9]([CH3:19])([CH3:18])[C@@H:10]([C:14]([O:16][CH3:17])=[O:15])[NH:11][C:12]([N:2]([CH3:1])[CH2:3][CH2:4][CH2:5][CH:6]=[CH2:7])=[O:13]. The yield is 0.550. (6) The catalyst is CN(C)C1C=CN=CC=1. The product is [C:20]1([NH:21][C:22](=[O:30])[C:23]2[CH:29]=[C:28]([Cl:33])[CH:27]=[CH:26][C:24]=2[O:25][C:2]2[C:11]3[C:6](=[CH:7][C:8]([O:14][CH3:15])=[C:9]([O:12][CH3:13])[CH:10]=3)[N:5]=[CH:4][CH:3]=2)[CH:31]=[CH:32][CH:17]=[CH:18][CH:19]=1. The yield is 0.200. The reactants are Cl[C:2]1[C:11]2[C:6](=[CH:7][C:8]([O:14][CH3:15])=[C:9]([O:12][CH3:13])[CH:10]=2)[N:5]=[CH:4][CH:3]=1.Cl[C:17]1[CH:32]=[CH:31][C:20]([NH:21][C:22](=[O:30])[C:23]2[C:24](=[CH:26][CH:27]=[CH:28][CH:29]=2)[OH:25])=[CH:19][CH:18]=1.[Cl:33]C1C=CC=CC=1Cl. (7) The reactants are [OH:1][CH2:2][C@@H:3]1[C@@H:7]([O:8][Si](C(C)C)(C(C)C)C(C)C)[CH2:6][C@H:5]([NH:19][C:20]2[C:25]([C:26]([C:28]3[S:32][CH:31]=[C:30]([C:33](=[O:35])[CH3:34])[CH:29]=3)=[O:27])=[CH:24][N:23]=[CH:22][N:21]=2)[CH2:4]1.Cl[S:37]([NH2:40])(=[O:39])=[O:38].Cl. The catalyst is CN(C=O)C. The product is [S:37](=[O:39])(=[O:38])([O:1][CH2:2][C@H:3]1[CH2:4][C@@H:5]([NH:19][C:20]2[C:25]([C:26]([C:28]3[S:32][CH:31]=[C:30]([C:33](=[O:35])[CH3:34])[CH:29]=3)=[O:27])=[CH:24][N:23]=[CH:22][N:21]=2)[CH2:6][C@@H:7]1[OH:8])[NH2:40]. The yield is 0.870.